Dataset: Catalyst prediction with 721,799 reactions and 888 catalyst types from USPTO. Task: Predict which catalyst facilitates the given reaction. (1) Reactant: [CH3:1][O:2][C:3]1[CH:20]=[C:19]([O:21][CH3:22])[CH:18]=[CH:17][C:4]=1[CH2:5][NH:6][C:7]1[CH:8]=[C:9]2[C:13](=[CH:14][CH:15]=1)[C:12](=[O:16])[O:11][CH2:10]2.C=O.[C:25]([BH3-])#N.[Na+].CC(O)=O. Product: [CH3:1][O:2][C:3]1[CH:20]=[C:19]([O:21][CH3:22])[CH:18]=[CH:17][C:4]=1[CH2:5][N:6]([CH3:25])[C:7]1[CH:8]=[C:9]2[C:13](=[CH:14][CH:15]=1)[C:12](=[O:16])[O:11][CH2:10]2. The catalyst class is: 10. (2) Reactant: [O:1]1[CH2:6][CH2:5][N:4]([C:7]2[CH:12]=[C:11]([NH2:13])[C:10]([C:14]3[CH:15]=[N:16][CH:17]=[N:18][CH:19]=3)=[CH:9][N:8]=2)[CH2:3][CH2:2]1.Cl[C:21]1[C:30]2[C:25](=[CH:26][C:27]([F:32])=[CH:28][C:29]=2[F:31])[N:24]=[C:23]([C:33]2[CH:38]=[CH:37][CH:36]=[CH:35][N:34]=2)[C:22]=1[CH3:39].C1(P(C2CCCCC2)C2(C(C)C)CC(C(C)C)=CC(C(C)C)=C2C2C=CC=CC=2)CCCCC1.CC(C1C=C(C(C)C)C(C2C=CC=CC=2P(C2CCCCC2)C2CCCCC2)=C(C(C)C)C=1)C.CC(C)([O-])C.[Na+]. Product: [F:31][C:29]1[CH:28]=[C:27]([F:32])[CH:26]=[C:25]2[C:30]=1[C:21]([NH:13][C:11]1[C:10]([C:14]3[CH:19]=[N:18][CH:17]=[N:16][CH:15]=3)=[CH:9][N:8]=[C:7]([N:4]3[CH2:3][CH2:2][O:1][CH2:6][CH2:5]3)[CH:12]=1)=[C:22]([CH3:39])[C:23]([C:33]1[CH:38]=[CH:37][CH:36]=[CH:35][N:34]=1)=[N:24]2. The catalyst class is: 491.